Dataset: Catalyst prediction with 721,799 reactions and 888 catalyst types from USPTO. Task: Predict which catalyst facilitates the given reaction. (1) Reactant: [C:1]([O:5][C:6](=[O:39])/[CH:7]=[CH:8]/[C:9]1[C:14](=[O:15])[N:13]2[CH:16]=[CH:17][C:18]([C:20]([NH:22][C:23]3[S:24][CH:25]=[C:26]([C:28]([CH3:31])([CH3:30])[CH3:29])[N:27]=3)=[O:21])=[CH:19][C:12]2=[N:11][C:10]=1[N:32]1[CH2:37][CH2:36][CH2:35][C@@H:34]([OH:38])[CH2:33]1)([CH3:4])([CH3:3])[CH3:2].C1(N=C=NC2CCCCC2)CCCCC1.[S:55](=O)(=[O:58])([OH:57])[OH:56].C(N(CC)CC)C. Product: [C:1]([O:5][C:6](=[O:39])/[CH:7]=[CH:8]/[C:9]1[C:14](=[O:15])[N:13]2[CH:16]=[CH:17][C:18]([C:20]([NH:22][C:23]3[S:24][CH:25]=[C:26]([C:28]([CH3:30])([CH3:31])[CH3:29])[N:27]=3)=[O:21])=[CH:19][C:12]2=[N:11][C:10]=1[N:32]1[CH2:37][CH2:36][CH2:35][C@@H:34]([O:38][S:55]([OH:58])(=[O:57])=[O:56])[CH2:33]1)([CH3:2])([CH3:3])[CH3:4]. The catalyst class is: 9. (2) Reactant: C(OC([NH:11][C@@H:12]([CH3:22])[C:13](=[O:21])[CH2:14][CH2:15][C:16]([O:18][CH2:19][CH3:20])=[O:17])=O)C1C=CC=CC=1.[ClH:23].C(OCC)(=O)C.[H][H]. Product: [ClH:23].[NH2:11][C@@H:12]([CH3:22])[C:13](=[O:21])[CH2:14][CH2:15][C:16]([O:18][CH2:19][CH3:20])=[O:17]. The catalyst class is: 849. (3) Reactant: [Br:1][C:2]1[S:6][C:5]([C:7]([NH2:9])=[O:8])=[C:4]([NH:10][C:11](=O)[CH:12]([C:18]2[CH:23]=[CH:22][CH:21]=[CH:20][CH:19]=2)[N:13]2[CH2:17][CH2:16][CH2:15][CH2:14]2)[CH:3]=1.[OH-].[Na+]. Product: [Br:1][C:2]1[S:6][C:5]2[C:7](=[O:8])[NH:9][C:11]([CH:12]([C:18]3[CH:23]=[CH:22][CH:21]=[CH:20][CH:19]=3)[N:13]3[CH2:17][CH2:16][CH2:15][CH2:14]3)=[N:10][C:4]=2[CH:3]=1. The catalyst class is: 57. (4) Reactant: C[N:2](C)/[CH:3]=[N:4]/[C:5]([C:7]1[CH:12]=[CH:11][N:10]2[C:13]([C:16]3[CH:21]=[CH:20][CH:19]=[C:18]([NH:22][C:23]([NH:25][CH2:26][C:27]([F:30])([F:29])[F:28])=[O:24])[CH:17]=3)=[CH:14][N:15]=[C:9]2[CH:8]=1)=O.O.[NH2:33]N. Product: [N:2]1[N:33]=[C:5]([C:7]2[CH:12]=[CH:11][N:10]3[C:13]([C:16]4[CH:17]=[C:18]([NH:22][C:23]([NH:25][CH2:26][C:27]([F:30])([F:29])[F:28])=[O:24])[CH:19]=[CH:20][CH:21]=4)=[CH:14][N:15]=[C:9]3[CH:8]=2)[NH:4][CH:3]=1. The catalyst class is: 15. (5) Reactant: [CH2:1]([N:8]1[CH2:13][CH2:12][N:11]([CH:14]2[CH2:19][CH2:18][NH:17][CH2:16][CH2:15]2)[CH2:10][CH2:9]1)[C:2]1[CH:7]=[CH:6][CH:5]=[CH:4][CH:3]=1.O=[CH:21][CH2:22][CH2:23][C:24]([OH:26])=[O:25].[C:27](O[BH-](OC(=O)C)OC(=O)C)(=O)[CH3:28].[Na+].C([O-])([O-])=O.[K+].[K+]. Product: [CH2:1]([N:8]1[CH2:9][CH2:10][N:11]([CH:14]2[CH2:19][CH2:18][N:17]([CH2:21][CH2:22][CH2:23][C:24]([O:26][CH2:27][CH3:28])=[O:25])[CH2:16][CH2:15]2)[CH2:12][CH2:13]1)[C:2]1[CH:3]=[CH:4][CH:5]=[CH:6][CH:7]=1. The catalyst class is: 1.